This data is from Reaction yield outcomes from USPTO patents with 853,638 reactions. The task is: Predict the reaction yield, written as a fraction of the theoretical maximum amount of product (1.0 means a 100% yield; for example, 0.34 means a 34% yield). The reactants are [CH3:1][C:2](=[CH:6][C:7]1[CH:12]=[CH:11][CH:10]=[CH:9][CH:8]=1)[C:3](Cl)=[O:4].[CH3:13][CH:14]([CH3:28])[CH:15]([C:21]1[CH:26]=[CH:25][C:24]([NH2:27])=[CH:23][CH:22]=1)[N:16]1[CH:20]=[N:19][CH:18]=[N:17]1. The catalyst is C(Cl)Cl.N1C=CC=CC=1. The product is [CH3:1]/[C:2](=[CH:6]\[C:7]1[CH:12]=[CH:11][CH:10]=[CH:9][CH:8]=1)/[C:3]([NH:27][C:24]1[CH:25]=[CH:26][C:21]([CH:15]([N:16]2[CH:20]=[N:19][CH:18]=[N:17]2)[CH:14]([CH3:28])[CH3:13])=[CH:22][CH:23]=1)=[O:4]. The yield is 0.210.